Dataset: Peptide-MHC class II binding affinity with 134,281 pairs from IEDB. Task: Regression. Given a peptide amino acid sequence and an MHC pseudo amino acid sequence, predict their binding affinity value. This is MHC class II binding data. The peptide sequence is YTVFETALKKAITAM. The MHC is DRB1_1001 with pseudo-sequence DRB1_1001. The binding affinity (normalized) is 0.480.